Dataset: Reaction yield outcomes from USPTO patents with 853,638 reactions. Task: Predict the reaction yield, written as a fraction of the theoretical maximum amount of product (1.0 means a 100% yield; for example, 0.34 means a 34% yield). (1) The reactants are [C:1]1([CH:7]2[CH2:12][CH2:11][N:10]([CH2:13][CH2:14][CH2:15][C:16]#[N:17])[CH2:9][CH2:8]2)[CH:6]=[CH:5][CH:4]=[CH:3][CH:2]=1.Cl.[OH-].[Na+]. The catalyst is C1COCC1. The product is [NH2:17][CH2:16][CH2:15][CH2:14][CH2:13][N:10]1[CH2:9][CH2:8][CH:7]([C:1]2[CH:6]=[CH:5][CH:4]=[CH:3][CH:2]=2)[CH2:12][CH2:11]1. The yield is 0.910. (2) The reactants are [CH3:1][C:2]1[CH:7]=[CH:6][C:5]([S:8]([NH:11][CH2:12][C:13]#[CH:14])(=[O:10])=[O:9])=[CH:4][CH:3]=1.C(=O)([O-])[O-].[K+].[K+].Br[CH2:22]/[CH:23]=[CH:24]/[C:25]1[CH:30]=[CH:29][CH:28]=[CH:27][C:26]=1[Cl:31]. No catalyst specified. The product is [Cl:31][C:26]1[CH:27]=[CH:28][CH:29]=[CH:30][C:25]=1[CH:24]=[CH:23][CH2:22][N:11]([CH2:12][C:13]#[CH:14])[S:8]([C:5]1[CH:6]=[CH:7][C:2]([CH3:1])=[CH:3][CH:4]=1)(=[O:10])=[O:9]. The yield is 0.780. (3) The reactants are C([O:3][C:4]([C:6]1[CH:7]=[C:8]2[C:13](=[CH:14][CH:15]=1)[NH:12][CH:11]([C:16]1[CH:21]=[C:20]([N:22]3[CH2:26][CH2:25][CH2:24][C:23]3=[O:27])[CH:19]=[C:18]([F:28])[CH:17]=1)[C:10]([CH3:30])([CH3:29])[CH2:9]2)=[O:5])C.O.[OH-].[Li+].O.Cl. The catalyst is CO.O1CCCC1. The product is [F:28][C:18]1[CH:17]=[C:16]([CH:11]2[C:10]([CH3:30])([CH3:29])[CH2:9][C:8]3[C:13](=[CH:14][CH:15]=[C:6]([C:4]([OH:5])=[O:3])[CH:7]=3)[NH:12]2)[CH:21]=[C:20]([N:22]2[CH2:26][CH2:25][CH2:24][C:23]2=[O:27])[CH:19]=1. The yield is 0.330. (4) The reactants are [CH:1]([C:3]1[C:11]2[O:10][C:9]([C:12]([O-:14])=[O:13])=[CH:8][C:7]=2[C:6]([O:15][CH3:16])=[CH:5][CH:4]=1)=[O:2].C(=O)([O-])[O-].[Na+].[Na+]. The catalyst is O. The product is [CH:1]([C:3]1[C:11]2[O:10][C:9]([C:12]([OH:14])=[O:13])=[CH:8][C:7]=2[C:6]([O:15][CH3:16])=[CH:5][CH:4]=1)=[O:2]. The yield is 0.740.